From a dataset of Forward reaction prediction with 1.9M reactions from USPTO patents (1976-2016). Predict the product of the given reaction. The product is: [CH3:1][O:2][CH2:5][CH2:6][CH2:7][O:8][C:9]1[CH:14]=[CH:13][CH:12]=[CH:11][CH:10]=1. Given the reactants [CH3:1][O-:2].[Na+].Br[CH2:5][CH2:6][CH2:7][O:8][C:9]1[CH:14]=[CH:13][CH:12]=[CH:11][CH:10]=1, predict the reaction product.